Predict which catalyst facilitates the given reaction. From a dataset of Catalyst prediction with 721,799 reactions and 888 catalyst types from USPTO. (1) Reactant: [Cl:1][C:2]1[N:7]=[C:6](Cl)[C:5]([O:9][CH2:10][CH3:11])=[CH:4][N:3]=1.[NH:12]1[CH2:17][CH2:16][O:15][CH2:14][CH2:13]1.[NH4+].[Cl-]. Product: [Cl:1][C:2]1[N:7]=[C:6]([N:12]2[CH2:17][CH2:16][O:15][CH2:14][CH2:13]2)[C:5]([O:9][CH2:10][CH3:11])=[CH:4][N:3]=1. The catalyst class is: 11. (2) Reactant: C([O-])([O-])=O.[K+].[K+].[CH2:7]([NH2:10])[CH:8]=[CH2:9].[C:11](Cl)(=[O:20])[O:12][CH2:13][C:14]1[CH:19]=[CH:18][CH:17]=[CH:16][CH:15]=1. Product: [CH2:7]([NH:10][C:11](=[O:20])[O:12][CH2:13][C:14]1[CH:19]=[CH:18][CH:17]=[CH:16][CH:15]=1)[CH:8]=[CH2:9]. The catalyst class is: 84.